From a dataset of Full USPTO retrosynthesis dataset with 1.9M reactions from patents (1976-2016). Predict the reactants needed to synthesize the given product. (1) Given the product [CH:1]1([NH:4][C:5](=[O:19])[C:6]2[CH:11]=[C:10]([CH2:12][CH2:13][CH2:14][O:15][CH3:16])[N:9]=[C:8]([O:17][CH3:18])[CH:7]=2)[CH2:3][CH2:2]1, predict the reactants needed to synthesize it. The reactants are: [CH:1]1([NH:4][C:5](=[O:19])[C:6]2[CH:11]=[C:10](/[CH:12]=[CH:13]/[CH2:14][O:15][CH3:16])[N:9]=[C:8]([O:17][CH3:18])[CH:7]=2)[CH2:3][CH2:2]1. (2) Given the product [CH3:15][O:14][CH2:13][O:12][C:10]1[C:9]([N+:16]([O-:18])=[O:17])=[CH:8][C:6]2[CH:7]([NH:35][CH2:34][CH2:33][C:27]3[CH:32]=[CH:31][CH:30]=[CH:29][CH:28]=3)[CH2:2][C:3]([CH3:20])([CH3:19])[O:4][C:5]=2[CH:11]=1, predict the reactants needed to synthesize it. The reactants are: O1[CH:7]2[CH:2]1[C:3]([CH3:20])([CH3:19])[O:4][C:5]1[CH:11]=[C:10]([O:12][CH2:13][O:14][CH3:15])[C:9]([N+:16]([O-:18])=[O:17])=[CH:8][C:6]=12.Cl([O-])(=O)(=O)=O.[Li+].[C:27]1([CH2:33][CH2:34][NH2:35])[CH:32]=[CH:31][CH:30]=[CH:29][CH:28]=1.C(=O)([O-])O.[Na+]. (3) The reactants are: [Cl:1][C:2]1[CH:7]=[CH:6][C:5]([C:8]2[C:12]([C:13]([OH:15])=[O:14])=[C:11](C(O)=O)[S:10][N:9]=2)=[CH:4][CH:3]=1. Given the product [Cl:1][C:2]1[CH:3]=[CH:4][C:5]([C:8]2[C:12]([C:13]([OH:15])=[O:14])=[CH:11][S:10][N:9]=2)=[CH:6][CH:7]=1, predict the reactants needed to synthesize it. (4) Given the product [C:36]([NH:1][C:2]1[CH:11]=[CH:10][C:9]2[C:4](=[C:5]([O:12][CH2:13][CH2:14][O:15][C:16]3[C:17]([N:22]4[CH2:23][CH2:24][N:25]([C:28]([O:30][C:31]([CH3:34])([CH3:33])[CH3:32])=[O:29])[CH2:26][CH2:27]4)=[N:18][CH:19]=[CH:20][N:21]=3)[CH:6]=[CH:7][CH:8]=2)[N:3]=1)(=[O:37])[CH3:35], predict the reactants needed to synthesize it. The reactants are: [NH2:1][C:2]1[CH:11]=[CH:10][C:9]2[C:4](=[C:5]([O:12][CH2:13][CH2:14][O:15][C:16]3[C:17]([N:22]4[CH2:27][CH2:26][N:25]([C:28]([O:30][C:31]([CH3:34])([CH3:33])[CH3:32])=[O:29])[CH2:24][CH2:23]4)=[N:18][CH:19]=[CH:20][N:21]=3)[CH:6]=[CH:7][CH:8]=2)[N:3]=1.[CH3:35][C:36](OC(C)=O)=[O:37]. (5) Given the product [Cl:8][C:9]1[CH:10]=[C:11]([C:19]2[O:21][N:46]=[C:47]([C:48]3[C:58]4[O:57][CH2:56][CH2:55][N:54]([C:59]([O:61][C:62]([CH3:65])([CH3:64])[CH3:63])=[O:60])[CH2:53][C:52]=4[CH:51]=[CH:50][CH:49]=3)[N:66]=2)[CH:12]=[N:13][C:14]=1[O:15][CH:16]([CH3:17])[CH3:18], predict the reactants needed to synthesize it. The reactants are: C(N(CC)CC)C.[Cl:8][C:9]1[CH:10]=[C:11]([C:19]([OH:21])=O)[CH:12]=[N:13][C:14]=1[O:15][CH:16]([CH3:18])[CH3:17].O.OC1C2N=NNC=2C=CC=1.Cl.CN(C)CCCN=C=NCC.O[NH:46][C:47](=[NH:66])[C:48]1[C:58]2[O:57][CH2:56][CH2:55][N:54]([C:59]([O:61][C:62]([CH3:65])([CH3:64])[CH3:63])=[O:60])[CH2:53][C:52]=2[CH:51]=[CH:50][CH:49]=1.